From a dataset of Full USPTO retrosynthesis dataset with 1.9M reactions from patents (1976-2016). Predict the reactants needed to synthesize the given product. (1) Given the product [NH2:9][C:8]1[C:3]([O:2][CH3:1])=[CH:4][CH:5]=[CH:6][C:7]=1[C:12]([NH:20][C:19]1[CH:21]=[CH:22][C:16]([Br:15])=[CH:17][CH:18]=1)=[O:13], predict the reactants needed to synthesize it. The reactants are: [CH3:1][O:2][C:3]1[C:8]2[NH:9]C(=O)O[C:12](=[O:13])[C:7]=2[CH:6]=[CH:5][CH:4]=1.[Br:15][C:16]1[CH:22]=[CH:21][C:19]([NH2:20])=[CH:18][CH:17]=1. (2) The reactants are: Cl[C:2]1[N:9]=[C:8]([CH2:10][CH3:11])[CH:7]=[CH:6][C:3]=1[C:4]#[N:5].[OH:12][C:13]1[C:14]([O:21][CH3:22])=[C:15]([CH:18]=[CH:19][CH:20]=1)[CH:16]=[O:17].[F-].[K+].[OH-].[Na+]. Given the product [CH2:10]([C:8]1[CH:7]=[CH:6][C:3]([C:4]#[N:5])=[C:2]([O:12][C:13]2[CH:20]=[CH:19][CH:18]=[C:15]([CH:16]=[O:17])[C:14]=2[O:21][CH3:22])[N:9]=1)[CH3:11], predict the reactants needed to synthesize it. (3) The reactants are: [CH2:1]([O:3][C:4](=[O:17])[CH2:5][C:6]1[N:10]2[CH:11]=[C:12]([CH:15]=O)[CH:13]=[CH:14][C:9]2=[N:8][CH:7]=1)[CH3:2].[CH3:18][NH:19][CH3:20].C([BH3-])#N.[Na+].C([O-])(O)=O.[Na+]. Given the product [CH2:1]([O:3][C:4](=[O:17])[CH2:5][C:6]1[N:10]2[CH:11]=[C:12]([CH2:15][N:19]([CH3:20])[CH3:18])[CH:13]=[CH:14][C:9]2=[N:8][CH:7]=1)[CH3:2], predict the reactants needed to synthesize it. (4) Given the product [C:22]([O:21][C:19]([N:16]1[CH2:17][CH2:18][N:13]([CH2:12][C:3]2[CH:4]=[CH:5][C:6]([C:8]([OH:10])=[O:9])=[CH:7][C:2]=2[Cl:1])[CH2:14][CH2:15]1)=[O:20])([CH3:25])([CH3:23])[CH3:24], predict the reactants needed to synthesize it. The reactants are: [Cl:1][C:2]1[CH:7]=[C:6]([C:8]([O:10]C)=[O:9])[CH:5]=[CH:4][C:3]=1[CH2:12][N:13]1[CH2:18][CH2:17][N:16]([C:19]([O:21][C:22]([CH3:25])([CH3:24])[CH3:23])=[O:20])[CH2:15][CH2:14]1.CO.[OH-].[Li+].Cl. (5) Given the product [O:24]=[S:16]1(=[O:25])[C:17]2[CH:23]=[CH:22][CH:21]=[CH:20][C:18]=2[CH2:19][N:13]([C:4]2[CH:3]=[C:2]([NH:34][CH2:33][CH2:32][CH2:31][CH2:30][CH2:29][CH2:28][CH2:27][CH2:26][NH2:35])[C:11]3[C:6](=[CH:7][CH:8]=[C:9]([CH3:12])[CH:10]=3)[N:5]=2)[CH2:14][CH2:15]1, predict the reactants needed to synthesize it. The reactants are: Cl[C:2]1[C:11]2[C:6](=[CH:7][CH:8]=[C:9]([CH3:12])[CH:10]=2)[N:5]=[C:4]([N:13]2[CH2:19][C:18]3[CH:20]=[CH:21][CH:22]=[CH:23][C:17]=3[S:16](=[O:25])(=[O:24])[CH2:15][CH2:14]2)[CH:3]=1.[CH2:26]([NH2:35])[CH2:27][CH2:28][CH2:29][CH2:30][CH2:31][CH2:32][CH2:33][NH2:34].